This data is from Reaction yield outcomes from USPTO patents with 853,638 reactions. The task is: Predict the reaction yield, written as a fraction of the theoretical maximum amount of product (1.0 means a 100% yield; for example, 0.34 means a 34% yield). (1) The reactants are [O:1]=[C:2]([N:28]1[CH2:32][CH2:31][CH2:30][CH2:29]1)[C@H:3]([NH:6][CH2:7][C:8]1[CH:13]=[CH:12][N:11]=[C:10]2[N:14](C(OC(C)(C)C)=O)[CH:15]=[C:16]([C:17]([O:19]C)=[O:18])[C:9]=12)[CH2:4][CH3:5].CO.[OH-].[Na+]. The catalyst is C1COCC1. The product is [O:1]=[C:2]([N:28]1[CH2:29][CH2:30][CH2:31][CH2:32]1)[C@H:3]([NH:6][CH2:7][C:8]1[CH:13]=[CH:12][N:11]=[C:10]2[NH:14][CH:15]=[C:16]([C:17]([OH:19])=[O:18])[C:9]=12)[CH2:4][CH3:5]. The yield is 0.0780. (2) The reactants are Cl.[Cl:2][C:3]1[CH:4]=[C:5]2[C:9](=[CH:10][CH:11]=1)[NH:8][CH:7]=[C:6]2[CH2:12][CH2:13][NH2:14].[C:15]1([C:24]2[CH:29]=[CH:28][CH:27]=[CH:26][CH:25]=2)[CH:20]=[CH:19][CH:18]=[C:17]([C:21](Cl)=[O:22])[CH:16]=1.C(N(CC)CC)C. The catalyst is ClCCl. The product is [Cl:2][C:3]1[CH:4]=[C:5]2[C:9](=[CH:10][CH:11]=1)[NH:8][CH:7]=[C:6]2[CH2:12][CH2:13][NH:14][C:21]([C:17]1[CH:16]=[C:15]([C:24]2[CH:29]=[CH:28][CH:27]=[CH:26][CH:25]=2)[CH:20]=[CH:19][CH:18]=1)=[O:22]. The yield is 0.360. (3) The reactants are [CH3:1][O:2][C:3](=[O:15])[C:4]1[CH:9]=[C:8]([S:10]([CH3:13])(=[O:12])=[O:11])[CH:7]=[CH:6][C:5]=1I.[CH3:16][C:17]1[CH:18]=[N:19][NH:20][CH:21]=1.C(=O)([O-])[O-].[K+].[K+].N[C@@H]1CCCC[C@H]1N. The catalyst is O1CCOCC1.[Cu]I.O.ClCCl. The product is [CH3:1][O:2][C:3](=[O:15])[C:4]1[CH:9]=[C:8]([S:10]([CH3:13])(=[O:12])=[O:11])[CH:7]=[CH:6][C:5]=1[N:19]1[CH:18]=[C:17]([CH3:16])[CH:21]=[N:20]1. The yield is 0.570.